Predict the reactants needed to synthesize the given product. From a dataset of Retrosynthesis with 50K atom-mapped reactions and 10 reaction types from USPTO. (1) Given the product COc1ccc(CCN2CC[C@H](O)C2)cc1, predict the reactants needed to synthesize it. The reactants are: COc1ccc(CCN2CC[C@H](OC(=O)c3ccc([N+](=O)[O-])cc3)C2)cc1. (2) Given the product CCOC(=O)C(C)c1ccc(-c2ccc(-c3onc(C)c3CC(F)(F)CCc3ccccc3)cc2)cc1, predict the reactants needed to synthesize it. The reactants are: CCOC(=O)C(C)c1ccc(B2OC(C)(C)C(C)(C)O2)cc1.Cc1noc(-c2ccc(Br)cc2)c1CC(F)(F)CCc1ccccc1. (3) Given the product O=C(c1ccc(Cl)cc1)c1ccc(C(=O)N2CCc3ccoc3C2)cc1, predict the reactants needed to synthesize it. The reactants are: O=C(O)c1ccc(C(=O)c2ccc(Cl)cc2)cc1.c1cc2c(o1)CNCC2. (4) Given the product COc1cccc(-c2nc(C(=O)O)cs2)c1, predict the reactants needed to synthesize it. The reactants are: CCOC(=O)c1csc(-c2cccc(OC)c2)n1. (5) Given the product CCOC(=O)c1cnn(-c2cc(C(=O)O)ccc2C)c1, predict the reactants needed to synthesize it. The reactants are: CCOC(=O)C(C=O)C=O.Cc1ccc(C(=O)O)cc1NN. (6) Given the product CCOC(=O)COc1ccc(C(=O)[C@H](C)NC(=O)CCC2CCNCC2)cc1, predict the reactants needed to synthesize it. The reactants are: CCOC(=O)COc1ccc(C(=O)[C@H](C)NC(=O)CCC2CCN(C(=O)OC(C)(C)C)CC2)cc1.